Dataset: Catalyst prediction with 721,799 reactions and 888 catalyst types from USPTO. Task: Predict which catalyst facilitates the given reaction. (1) Reactant: [CH2:1]([O:8][C:9]1[CH:14]=[CH:13][C:12]([N:15]2[C:19]3=[N:20][CH:21]=[CH:22][C:23]([CH3:24])=[C:18]3[NH:17][C:16]2=[O:25])=[CH:11][CH:10]=1)[C:2]1[CH:7]=[CH:6][CH:5]=[CH:4][CH:3]=1.I[CH:27]([CH3:29])[CH3:28].C(=O)([O-])[O-].[K+].[K+].O. Product: [CH2:1]([O:8][C:9]1[CH:10]=[CH:11][C:12]([N:15]2[C:19]3=[N:20][CH:21]=[CH:22][C:23]([CH3:24])=[C:18]3[N:17]([CH:27]([CH3:29])[CH3:28])[C:16]2=[O:25])=[CH:13][CH:14]=1)[C:2]1[CH:7]=[CH:6][CH:5]=[CH:4][CH:3]=1. The catalyst class is: 3. (2) Reactant: [Cl:1][C:2]1[C:3]([O:12][C:13]2[CH:18]=[C:17]([O:19][CH2:20][CH2:21][O:22][CH3:23])[CH:16]=[CH:15][C:14]=2/[CH:24]=[CH:25]/[CH2:26][OH:27])=[N:4][CH:5]=[C:6]([C:8]([F:11])([F:10])[F:9])[CH:7]=1.Cl[S:29]([N:32]=[C:33]=[O:34])(=[O:31])=[O:30].[CH2:35]([NH2:40])[CH2:36][CH2:37][CH2:38][CH3:39].Cl. Product: [CH2:35]([NH:40][S:29]([NH:32][C:33](=[O:34])[O:27][CH2:26]/[CH:25]=[CH:24]/[C:14]1[CH:15]=[CH:16][C:17]([O:19][CH2:20][CH2:21][O:22][CH3:23])=[CH:18][C:13]=1[O:12][C:3]1[C:2]([Cl:1])=[CH:7][C:6]([C:8]([F:9])([F:11])[F:10])=[CH:5][N:4]=1)(=[O:31])=[O:30])[CH2:36][CH2:37][CH2:38][CH3:39]. The catalyst class is: 852. (3) The catalyst class is: 5. Product: [CH3:10][N:11]([CH3:12])[CH2:2][CH2:3][NH:4][C:5]1[CH:9]=[CH:8][NH:7][N:6]=1. Reactant: Cl[CH2:2][CH2:3][NH:4][C:5]1[CH:9]=[CH:8][NH:7][N:6]=1.[CH3:10][NH:11][CH3:12]. (4) The catalyst class is: 6. Product: [N:12]([CH2:2][CH2:3][NH:4][C:5](=[O:11])[O:6][C:7]([CH3:10])([CH3:9])[CH3:8])=[N+:13]=[N-:14]. Reactant: Br[CH2:2][CH2:3][NH:4][C:5](=[O:11])[O:6][C:7]([CH3:10])([CH3:9])[CH3:8].[N-:12]=[N+:13]=[N-:14].[Na+].CN(C=O)C. (5) Reactant: [CH2:1]([N:5]([CH2:27][CH2:28][CH2:29][CH3:30])[C:6](=[O:26])[C:7]1[CH:12]=[CH:11][C:10]([N+:13]([O-])=O)=[C:9]([NH:16][CH2:17][CH2:18][CH2:19][N:20]2[CH2:25][CH2:24][CH2:23][CH2:22][CH2:21]2)[N:8]=1)[CH2:2][CH2:3][CH3:4].O.O.[Sn](Cl)Cl.[OH-].[Na+]. Product: [NH2:13][C:10]1[CH:11]=[CH:12][C:7]([C:6]([N:5]([CH2:1][CH2:2][CH2:3][CH3:4])[CH2:27][CH2:28][CH2:29][CH3:30])=[O:26])=[N:8][C:9]=1[NH:16][CH2:17][CH2:18][CH2:19][N:20]1[CH2:25][CH2:24][CH2:23][CH2:22][CH2:21]1. The catalyst class is: 33.